From a dataset of TCR-epitope binding with 47,182 pairs between 192 epitopes and 23,139 TCRs. Binary Classification. Given a T-cell receptor sequence (or CDR3 region) and an epitope sequence, predict whether binding occurs between them. The epitope is PROT_97E67BCC. The TCR CDR3 sequence is CASSQDQGTYYEQYF. Result: 0 (the TCR does not bind to the epitope).